This data is from Full USPTO retrosynthesis dataset with 1.9M reactions from patents (1976-2016). The task is: Predict the reactants needed to synthesize the given product. (1) Given the product [CH3:23][Si:2]([CH3:1])([C:17]1[CH:18]=[CH:19][CH:20]=[CH:21][CH:22]=1)[C@@H:3]1[C@@H:7]([CH2:8][O:9][CH2:26][C:27]2[CH:32]=[CH:31][CH:30]=[CH:29][CH:28]=2)[C:6]([CH2:10][OH:11])=[CH:5][CH2:4]1, predict the reactants needed to synthesize it. The reactants are: [CH3:1][Si:2]([CH3:23])([C:17]1[CH:22]=[CH:21][CH:20]=[CH:19][CH:18]=1)[C@@H:3]1[C@@H:7]([CH2:8][OH:9])[C:6]([CH2:10][O:11]C(OC)(C)C)=[CH:5][CH2:4]1.[H-].[Na+].[CH2:26](Br)[C:27]1[CH:32]=[CH:31][CH:30]=[CH:29][CH:28]=1.N12CCNC=C1CCCC=C2. (2) Given the product [CH2:1]([O:3][C:4](=[O:28])[CH2:5][C:6]1[CH:7]=[C:8]([C:14]2[CH:19]=[CH:18][C:17]([C:20]([F:23])([F:21])[F:22])=[CH:16][C:15]=2[CH2:24][N:25]([CH2:26][CH3:27])[C:33]([C:30]2([OH:29])[CH2:32][CH2:31]2)=[O:35])[C:9]([O:12][CH3:13])=[CH:10][CH:11]=1)[CH3:2], predict the reactants needed to synthesize it. The reactants are: [CH2:1]([O:3][C:4](=[O:28])[CH2:5][C:6]1[CH:7]=[C:8]([C:14]2[CH:19]=[CH:18][C:17]([C:20]([F:23])([F:22])[F:21])=[CH:16][C:15]=2[CH2:24][NH:25][CH2:26][CH3:27])[C:9]([O:12][CH3:13])=[CH:10][CH:11]=1)[CH3:2].[OH:29][C:30]1([C:33]([OH:35])=O)[CH2:32][CH2:31]1.Cl.C(N=C=NCCCN(C)C)C.ON1C2C=CC=CC=2N=N1.C(N(CC)CC)C. (3) Given the product [NH2:13][C:3]1[C:4]([CH3:12])=[C:5]([CH:10]=[CH:11][C:2]=1[F:1])[C:6]([O:8][CH3:9])=[O:7], predict the reactants needed to synthesize it. The reactants are: [F:1][C:2]1[CH:11]=[CH:10][C:5]([C:6]([O:8][CH3:9])=[O:7])=[C:4]([CH3:12])[C:3]=1[N+:13]([O-])=O. (4) Given the product [C:4]([C:3]1[CH:6]=[C:7]([F:11])[C:8]([F:10])=[CH:9][C:2]=1[NH:1][C:13](=[O:14])[O:15][CH2:16][CH3:17])#[N:5], predict the reactants needed to synthesize it. The reactants are: [NH2:1][C:2]1[CH:9]=[C:8]([F:10])[C:7]([F:11])=[CH:6][C:3]=1[C:4]#[N:5].Cl[C:13]([O:15][CH2:16][CH3:17])=[O:14].C([O-])(O)=O.[Na+]. (5) Given the product [CH3:1][C:2]1[CH:13]=[C:12]([CH:14]2[CH2:18][CH2:17][O:16][CH2:15]2)[CH:11]=[C:10]([CH3:19])[C:3]=1[O:4][CH2:5][C:6]([NH:20][NH2:21])=[O:7], predict the reactants needed to synthesize it. The reactants are: [CH3:1][C:2]1[CH:13]=[C:12]([CH:14]2[CH2:18][CH2:17][O:16][CH2:15]2)[CH:11]=[C:10]([CH3:19])[C:3]=1[O:4][CH2:5][C:6](OC)=[O:7].[NH2:20][NH2:21]. (6) Given the product [S:20]1[CH:21]=[CH:22][N:23]=[C:19]1[NH:18][C:3]([CH:5]1[CH2:11][CH2:10][O:9][C:8]2[CH:12]=[C:13]([F:16])[CH:14]=[CH:15][C:7]=2[C:6]1=[O:17])=[O:4], predict the reactants needed to synthesize it. The reactants are: CO[C:3]([CH:5]1[CH2:11][CH2:10][O:9][C:8]2[CH:12]=[C:13]([F:16])[CH:14]=[CH:15][C:7]=2[C:6]1=[O:17])=[O:4].[NH2:18][C:19]1[S:20][CH:21]=[CH:22][N:23]=1.